From a dataset of Forward reaction prediction with 1.9M reactions from USPTO patents (1976-2016). Predict the product of the given reaction. (1) Given the reactants [N:1]1([C:10]2[N:18]=[C:17](Cl)[N:16]=[C:15]3[C:11]=2[N:12]=[CH:13][NH:14]3)[C:5]2[CH:6]=[CH:7][CH:8]=[CH:9][C:4]=2[N:3]=[CH:2]1.[NH2:20][CH2:21][CH:22]1[CH2:27][CH2:26][O:25][CH2:24][CH2:23]1, predict the reaction product. The product is: [N:1]1([C:10]2[N:18]=[C:17]([NH:20][CH2:21][CH:22]3[CH2:27][CH2:26][O:25][CH2:24][CH2:23]3)[N:16]=[C:15]3[C:11]=2[N:12]=[CH:13][NH:14]3)[C:5]2[CH:6]=[CH:7][CH:8]=[CH:9][C:4]=2[N:3]=[CH:2]1. (2) The product is: [CH3:11][C:9]1[NH:8][C:4]2=[N:5][CH:6]=[CH:7][C:2]([B:23]([OH:24])[OH:22])=[C:3]2[CH:10]=1. Given the reactants Br[C:2]1[CH:7]=[CH:6][N:5]=[C:4]2[NH:8][C:9]([CH3:11])=[CH:10][C:3]=12.[H-].[Na+].[Li]CCCC.C([O:22][B:23](OC(C)C)[O:24]C(C)C)(C)C, predict the reaction product. (3) Given the reactants Br[C:2]1[NH:3][C:4]2[C:9]([C:10]=1[CH:11]=[O:12])=[CH:8][CH:7]=[CH:6][CH:5]=2.[C:13]([C:15]1[CH:20]=[CH:19][C:18](B(O)O)=[CH:17][CH:16]=1)#[N:14], predict the reaction product. The product is: [CH:11]([C:10]1[C:9]2[C:4](=[CH:5][CH:6]=[CH:7][CH:8]=2)[NH:3][C:2]=1[C:18]1[CH:19]=[CH:20][C:15]([C:13]#[N:14])=[CH:16][CH:17]=1)=[O:12]. (4) Given the reactants C(OC([N:8]1[CH2:12][CH2:11][C@@H:10]([C:13]([OH:15])=O)[CH2:9]1)=O)(C)(C)C.Cl.Cl.[CH:18]1([N:22]2[CH2:27][CH2:26][NH:25][CH2:24][CH2:23]2)[CH2:21][CH2:20][CH2:19]1, predict the reaction product. The product is: [CH:18]1([N:22]2[CH2:27][CH2:26][N:25]([C:13]([C@@H:10]3[CH2:11][CH2:12][NH:8][CH2:9]3)=[O:15])[CH2:24][CH2:23]2)[CH2:21][CH2:20][CH2:19]1.